From a dataset of Full USPTO retrosynthesis dataset with 1.9M reactions from patents (1976-2016). Predict the reactants needed to synthesize the given product. (1) Given the product [CH3:33][N:34]([CH3:38])[C:35]([NH:8][CH2:9][C:10]1[CH:11]=[CH:12][CH:13]=[C:14]([C:16]2[S:17][C:18]3[CH:26]=[CH:25][CH:24]=[CH:23][C:19]=3[C:20](=[O:22])[N:21]=2)[N:15]=1)=[O:36], predict the reactants needed to synthesize it. The reactants are: FC(F)(F)C(O)=O.[NH2:8][CH2:9][C:10]1[N:15]=[C:14]([C:16]2[S:17][C:18]3[CH:26]=[CH:25][CH:24]=[CH:23][C:19]=3[C:20](=[O:22])[N:21]=2)[CH:13]=[CH:12][CH:11]=1.C(=O)([O-])[O-].[K+].[K+].[CH3:33][N:34]([CH3:38])[C:35](Cl)=[O:36]. (2) Given the product [CH3:7][O:8][C:9]1[CH:18]=[C:17]2[C:12]([CH2:13][CH2:14][NH:15][CH2:16]2)=[CH:11][CH:10]=1, predict the reactants needed to synthesize it. The reactants are: [H-].[Al+3].[Li+].[H-].[H-].[H-].[CH3:7][O:8][C:9]1[CH:18]=[C:17]2[C:12]([CH2:13][CH2:14][NH:15][C:16]2=O)=[CH:11][CH:10]=1. (3) Given the product [Cl:27][C:25]1[CH:24]=[C:23]([S:28]([N:9]2[CH2:10][CH2:11][C:6]3([C:2](=[O:12])[NH:3][CH2:4][CH2:5]3)[CH2:7][CH2:8]2)(=[O:29])=[O:30])[CH:22]=[C:21]([Cl:20])[CH:26]=1, predict the reactants needed to synthesize it. The reactants are: Cl.[C:2]1(=[O:12])[C:6]2([CH2:11][CH2:10][NH:9][CH2:8][CH2:7]2)[CH2:5][CH2:4][NH:3]1.C(N(CC)CC)C.[Cl:20][C:21]1[CH:22]=[C:23]([S:28](Cl)(=[O:30])=[O:29])[CH:24]=[C:25]([Cl:27])[CH:26]=1. (4) Given the product [Cl:19][C:20]1[C:25]([Cl:26])=[CH:24][CH:23]=[CH:22][C:21]=1[N:27]1[CH2:32][CH2:31][N:30]([CH2:2][CH2:3][CH2:4][CH2:5][N:6]2[C:12](=[O:13])[CH2:11][CH2:10][C:9](=[O:14])[C:8]3[CH:15]=[CH:16][CH:17]=[CH:18][C:7]2=3)[CH2:29][CH2:28]1, predict the reactants needed to synthesize it. The reactants are: Cl[CH2:2][CH2:3][CH2:4][CH2:5][N:6]1[C:12](=[O:13])[CH2:11][CH2:10][C:9](=[O:14])[C:8]2[CH:15]=[CH:16][CH:17]=[CH:18][C:7]1=2.[Cl:19][C:20]1[C:25]([Cl:26])=[CH:24][CH:23]=[CH:22][C:21]=1[N:27]1[CH2:32][CH2:31][NH:30][CH2:29][CH2:28]1. (5) Given the product [CH2:9]1[C:5]2([CH2:4][CH2:3][C:8](=[O:19])[CH2:7][CH2:6]2)[CH2:13]1, predict the reactants needed to synthesize it. The reactants are: CO[C:3]1[CH:4]=[C:5]([C@H:9]2[CH2:13]CC[C@H]2N)[CH:6]=[CH:7][CH:8]=1.Cl.C1C[O:19]CC1.